This data is from Full USPTO retrosynthesis dataset with 1.9M reactions from patents (1976-2016). The task is: Predict the reactants needed to synthesize the given product. (1) The reactants are: [F:1][C:2]1[CH:7]=[C:6]([I:8])[CH:5]=[CH:4][C:3]=1[NH:9][C:10]1[N:15]([CH3:16])[C:14](=[O:17])[C:13]2[CH:18]=[CH:19][O:20][C:12]=2[C:11]=1[C:21]([OH:23])=O.[CH:24]([O:26][CH2:27][CH2:28][O:29][NH2:30])=[CH2:25].C(Cl)CCl.C1C=CC2N(O)N=NC=2C=1. Given the product [F:1][C:2]1[CH:7]=[C:6]([I:8])[CH:5]=[CH:4][C:3]=1[NH:9][C:10]1[N:15]([CH3:16])[C:14](=[O:17])[C:13]2[CH:18]=[CH:19][O:20][C:12]=2[C:11]=1[C:21]([NH:30][O:29][CH2:28][CH2:27][O:26][CH:24]=[CH2:25])=[O:23], predict the reactants needed to synthesize it. (2) Given the product [C:22]([O:21][CH2:20][C@H:15]1[C@H:14]([C:6]2[C:7]([O:12][CH3:13])=[CH:8][C:9]([O:10][CH3:11])=[C:4]([C:1](=[O:3])[CH3:2])[C:5]=2[O:25][C:33](=[O:34])[C:32]2[CH:31]=[CH:30][CH:29]=[N:28][C:27]=2[Cl:26])[CH2:18][CH2:17][N:16]1[CH3:19])(=[O:24])[CH3:23], predict the reactants needed to synthesize it. The reactants are: [C:1]([C:4]1[C:5]([OH:25])=[C:6]([C@@H:14]2[CH2:18][CH2:17][N:16]([CH3:19])[C@H:15]2[CH2:20][O:21][C:22](=[O:24])[CH3:23])[C:7]([O:12][CH3:13])=[CH:8][C:9]=1[O:10][CH3:11])(=[O:3])[CH3:2].[Cl:26][C:27]1[C:32]([C:33](O)=[O:34])=[CH:31][CH:30]=[CH:29][N:28]=1.O=P(Cl)(Cl)Cl. (3) The reactants are: [Cl-].[F:2][C:3]1([F:9])[CH2:8][CH2:7][NH2+:6][CH2:5][CH2:4]1.CCN(C(C)C)C(C)C.[Br:19][C:20]1[CH:25]=[CH:24][C:23]([CH:26]([N:39]=[C:40]=[O:41])[C:27]([C@@H:29]2[CH2:34][CH2:33][CH2:32][CH2:31][C@H:30]2[C:35]([O:37][CH3:38])=[O:36])=[O:28])=[CH:22][CH:21]=1. Given the product [Br:19][C:20]1[CH:21]=[CH:22][C:23]([CH:26]([NH:39][C:40]([N:6]2[CH2:7][CH2:8][C:3]([F:9])([F:2])[CH2:4][CH2:5]2)=[O:41])[C:27]([C@@H:29]2[CH2:34][CH2:33][CH2:32][CH2:31][C@H:30]2[C:35]([O:37][CH3:38])=[O:36])=[O:28])=[CH:24][CH:25]=1, predict the reactants needed to synthesize it.